Dataset: Reaction yield outcomes from USPTO patents with 853,638 reactions. Task: Predict the reaction yield, written as a fraction of the theoretical maximum amount of product (1.0 means a 100% yield; for example, 0.34 means a 34% yield). (1) The reactants are [OH-].[K+].[CH:3]1[C:12]2[C:7](=[CH:8][C:9]([C:13]([O:15][CH3:16])=[O:14])=[CH:10][CH:11]=2)[CH:6]=[CH:5][C:4]=1[C:17]([O:19]C)=[O:18]. The catalyst is CO.O1CCOCC1. The product is [CH3:16][O:15][C:13]([C:9]1[CH:8]=[C:7]2[C:12](=[CH:11][CH:10]=1)[CH:3]=[C:4]([C:17]([OH:19])=[O:18])[CH:5]=[CH:6]2)=[O:14]. The yield is 0.820. (2) The reactants are [CH3:1][C:2]1[N:6]([CH:7]([CH3:9])[CH3:8])[C:5]([C:10]2[CH:15]=[CH:14][N:13]=[C:12]([NH:16][CH:17]3[CH2:22][CH2:21][N:20](S(CCCN4CCCC4)(=O)=O)[CH2:19][CH2:18]3)[N:11]=2)=[CH:4][N:3]=1.[CH2:34](N1CCC(N)CC1)[CH2:35][CH3:36]. The catalyst is CC(O)C. The product is [CH3:1][C:2]1[N:6]([CH:7]([CH3:8])[CH3:9])[C:5]([C:10]2[CH:15]=[CH:14][N:13]=[C:12]([NH:16][CH:17]3[CH2:18][CH2:19][N:20]([CH2:34][CH2:35][CH3:36])[CH2:21][CH2:22]3)[N:11]=2)=[CH:4][N:3]=1. The yield is 0.440. (3) The product is [CH:35]1([N:6]([CH:3]2[CH2:4][CH2:5]2)[C:7]([C:9]2[N:32]([CH2:33][CH3:34])[C:12]3=[N:13][C:14]([NH:21][C:22]4[S:23][C:24]([CH3:31])=[C:25]([C:27]([OH:29])=[O:28])[N:26]=4)=[C:15]4[N:19]=[CH:18][N:17]([CH3:20])[C:16]4=[C:11]3[CH:10]=2)=[O:8])[CH2:36][CH2:37]1. The reactants are [OH-].[Na+].[CH:3]1([N:6]([CH:35]2[CH2:37][CH2:36]2)[C:7]([C:9]2[N:32]([CH2:33][CH3:34])[C:12]3=[N:13][C:14]([NH:21][C:22]4[S:23][C:24]([CH3:31])=[C:25]([C:27]([O:29]C)=[O:28])[N:26]=4)=[C:15]4[N:19]=[CH:18][N:17]([CH3:20])[C:16]4=[C:11]3[CH:10]=2)=[O:8])[CH2:5][CH2:4]1.Cl. The catalyst is C(O)C. The yield is 0.570. (4) The reactants are [Cl:1][C:2]1[CH:9]=[C:8]([N:10]([CH2:20][C:21]2[CH:26]=[CH:25][CH:24]=[CH:23][C:22]=2[CH3:27])[C@H:11]2[CH2:15][C:14](=[O:16])[N:13]([CH2:17][CH:18]=[O:19])[CH2:12]2)[CH:7]=[CH:6][C:3]=1[C:4]#[N:5].[BH4-].[Na+]. The catalyst is C1COCC1. The product is [Cl:1][C:2]1[CH:9]=[C:8]([N:10]([C@H:11]2[CH2:15][C:14](=[O:16])[N:13]([CH2:17][CH2:18][OH:19])[CH2:12]2)[CH2:20][C:21]2[CH:26]=[CH:25][CH:24]=[CH:23][C:22]=2[CH3:27])[CH:7]=[CH:6][C:3]=1[C:4]#[N:5]. The yield is 0.330. (5) The reactants are [C:1]([C:3]1[CH:4]=[C:5]([CH2:9][O:10][C:11]2[CH:12]=[C:13]([O:18][S:19]([C:22]3[CH:27]=[CH:26][CH:25]=[CH:24][C:23]=3[Cl:28])(=[O:21])=[O:20])[CH:14]=[C:15]([CH3:17])[CH:16]=2)[CH:6]=[CH:7][CH:8]=1)#[N:2].Cl.C(=O)([O-])[O-].[NH4+:34].[NH4+]. The catalyst is C(Cl)Cl.C(O)C. The product is [ClH:28].[C:1]([C:3]1[CH:4]=[C:5]([CH2:9][O:10][C:11]2[CH:12]=[C:13]([O:18][S:19]([C:22]3[CH:27]=[CH:26][CH:25]=[CH:24][C:23]=3[Cl:28])(=[O:21])=[O:20])[CH:14]=[C:15]([CH3:17])[CH:16]=2)[CH:6]=[CH:7][CH:8]=1)(=[NH:34])[NH2:2]. The yield is 0.480.